From a dataset of Catalyst prediction with 721,799 reactions and 888 catalyst types from USPTO. Predict which catalyst facilitates the given reaction. (1) Reactant: [O:1]=[C:2]1[C:11]2[CH:10]=[CH:9][N:8]=[C:7]3[NH:12][CH:13]=[C:5]([C:6]=23)[CH2:4][N:3]1[CH:14]1[CH2:19][CH2:18][N:17](C(OC(C)(C)C)=O)[CH2:16][CH2:15]1.C(Cl)Cl. Product: [NH:17]1[CH2:16][CH2:15][CH:14]([N:3]2[CH2:4][C:5]3=[CH:13][NH:12][C:7]4[C:6]3=[C:11]([CH:10]=[CH:9][N:8]=4)[C:2]2=[O:1])[CH2:19][CH2:18]1. The catalyst class is: 67. (2) Reactant: [C:1]1([C:6]2[CH:7]=[C:8]([CH:14]=[CH:15][CH:16]=2)[C:9]([O:11][CH2:12][CH3:13])=[O:10])[CH2:5][CH2:4][CH2:3][CH:2]=1.ClC1C=CC=C(C(OO)=[O:25])C=1. Product: [C:1]12([C:6]3[CH:7]=[C:8]([CH:14]=[CH:15][CH:16]=3)[C:9]([O:11][CH2:12][CH3:13])=[O:10])[O:25][CH:5]1[CH2:4][CH2:3][CH2:2]2. The catalyst class is: 2. (3) Reactant: F[C:2]1[CH:3]=[C:4]([CH:9]=[CH:10][C:11]=1[N+:12]([O-:14])=[O:13])[C:5]([O:7][CH3:8])=[O:6].C(=O)([O-])[O-].[Cs+].[Cs+].[NH2:21][CH2:22][C:23]([CH3:26])([OH:25])[CH3:24].C(=O)(O)[O-].[Na+]. Product: [OH:25][C:23]([CH3:26])([CH3:24])[CH2:22][NH:21][C:2]1[CH:3]=[C:4]([CH:9]=[CH:10][C:11]=1[N+:12]([O-:14])=[O:13])[C:5]([O:7][CH3:8])=[O:6]. The catalyst class is: 197. (4) Reactant: [C:1]([C:4]1[CH:9]=[CH:8][CH:7]=[CH:6][CH:5]=1)(=[O:3])[CH3:2].Cl.[C:11]([O:14][CH2:15][CH3:16])(=[O:13])[CH3:12]. Product: [OH:3][C:1]([C:4]1[CH:9]=[CH:8][CH:7]=[CH:6][CH:5]=1)([CH3:2])[CH2:12][C:11]([O:14][C@@H:15]1[CH2:5][C@H:4]([CH3:9])[CH2:1][CH2:2][C@H:16]1[CH:7]([CH3:8])[CH3:6])=[O:13]. The catalyst class is: 7. (5) Reactant: [NH:1]1[C:5]2[CH:6]=[CH:7][CH:8]=[CH:9][C:4]=2[N:3]=[N:2]1.S(Cl)(Cl)=O.[CH3:14][C:15]([CH3:20])=[CH:16][C:17](O)=[O:18]. Product: [N:1]1([C:17](=[O:18])[CH:16]=[C:15]([CH3:20])[CH3:14])[C:5]2[CH:6]=[CH:7][CH:8]=[CH:9][C:4]=2[N:3]=[N:2]1. The catalyst class is: 4. (6) Reactant: [Br:1][C:2]1[CH:18]=[CH:17][CH:16]=[C:15]([Cl:19])[C:3]=1[C:4](Cl)=[N:5][C:6]1[CH:11]=[CH:10][N:9]=[C:8]([Cl:12])[C:7]=1F.NC(N)=[S:22].N1C=CC=CC=1.CCN(CC)CC. Product: [Br:1][C:2]1[CH:18]=[CH:17][CH:16]=[C:15]([Cl:19])[C:3]=1[C:4]1[S:22][C:7]2[C:8]([Cl:12])=[N:9][CH:10]=[CH:11][C:6]=2[N:5]=1. The catalyst class is: 32.